From a dataset of HIV replication inhibition screening data with 41,000+ compounds from the AIDS Antiviral Screen. Binary Classification. Given a drug SMILES string, predict its activity (active/inactive) in a high-throughput screening assay against a specified biological target. (1) The compound is Cc1ccnc(NC(=O)Nc2cc(Cl)ccc2Cl)c1. The result is 0 (inactive). (2) The molecule is CC(=O)NC(CO)C(=O)NC(Cc1ccc(O)cc1)C(=O)NCC(N)=O. The result is 0 (inactive). (3) The drug is I.O=C(NNC1=NCCCCN1)Nc1ccc(Cl)cc1. The result is 0 (inactive). (4) The drug is C#CC(C)(C)Oc1ccc2c(=O)c(-c3ccc(OC)cc3)coc2c1. The result is 0 (inactive). (5) The drug is O=C1NC2c3c(I)sc(I)c3C(=O)C2O1. The result is 0 (inactive). (6) The compound is c1cc(-c2cn[nH]c2)cc(-c2cn[nH]c2)c1. The result is 0 (inactive). (7) The compound is O=c1[nH]c2cc3c(cc2n2cccc12)oc1ccccc13. The result is 0 (inactive).